Dataset: NCI-60 drug combinations with 297,098 pairs across 59 cell lines. Task: Regression. Given two drug SMILES strings and cell line genomic features, predict the synergy score measuring deviation from expected non-interaction effect. (1) Drug 1: CC1=C2C(C(=O)C3(C(CC4C(C3C(C(C2(C)C)(CC1OC(=O)C(C(C5=CC=CC=C5)NC(=O)OC(C)(C)C)O)O)OC(=O)C6=CC=CC=C6)(CO4)OC(=O)C)OC)C)OC. Drug 2: CN1CCC(CC1)COC2=C(C=C3C(=C2)N=CN=C3NC4=C(C=C(C=C4)Br)F)OC. Cell line: SK-MEL-5. Synergy scores: CSS=39.8, Synergy_ZIP=7.60, Synergy_Bliss=7.13, Synergy_Loewe=-22.6, Synergy_HSA=3.73. (2) Drug 1: CC12CCC3C(C1CCC2O)C(CC4=C3C=CC(=C4)O)CCCCCCCCCS(=O)CCCC(C(F)(F)F)(F)F. Drug 2: C(CCl)NC(=O)N(CCCl)N=O. Cell line: SN12C. Synergy scores: CSS=3.99, Synergy_ZIP=1.06, Synergy_Bliss=4.16, Synergy_Loewe=-2.05, Synergy_HSA=-1.34. (3) Drug 1: CN1CCC(CC1)COC2=C(C=C3C(=C2)N=CN=C3NC4=C(C=C(C=C4)Br)F)OC. Drug 2: CCN(CC)CCNC(=O)C1=C(NC(=C1C)C=C2C3=C(C=CC(=C3)F)NC2=O)C. Cell line: EKVX. Synergy scores: CSS=23.3, Synergy_ZIP=-2.82, Synergy_Bliss=2.99, Synergy_Loewe=-0.241, Synergy_HSA=3.16. (4) Drug 1: CC1=C(C=C(C=C1)NC(=O)C2=CC=C(C=C2)CN3CCN(CC3)C)NC4=NC=CC(=N4)C5=CN=CC=C5. Drug 2: CCC1(C2=C(COC1=O)C(=O)N3CC4=CC5=C(C=CC(=C5CN(C)C)O)N=C4C3=C2)O.Cl. Cell line: ACHN. Synergy scores: CSS=34.1, Synergy_ZIP=5.03, Synergy_Bliss=3.15, Synergy_Loewe=-41.4, Synergy_HSA=-5.14. (5) Drug 1: CC1=C2C(C(=O)C3(C(CC4C(C3C(C(C2(C)C)(CC1OC(=O)C(C(C5=CC=CC=C5)NC(=O)C6=CC=CC=C6)O)O)OC(=O)C7=CC=CC=C7)(CO4)OC(=O)C)O)C)OC(=O)C. Drug 2: C(CC(=O)O)C(=O)CN.Cl. Cell line: RPMI-8226. Synergy scores: CSS=65.0, Synergy_ZIP=-7.36, Synergy_Bliss=-8.28, Synergy_Loewe=-25.6, Synergy_HSA=-3.65. (6) Drug 1: C1=NC2=C(N=C(N=C2N1C3C(C(C(O3)CO)O)F)Cl)N. Drug 2: CC1=C(C(=O)C2=C(C1=O)N3CC4C(C3(C2COC(=O)N)OC)N4)N. Cell line: MALME-3M. Synergy scores: CSS=18.4, Synergy_ZIP=-3.25, Synergy_Bliss=-1.77, Synergy_Loewe=-0.140, Synergy_HSA=0.397. (7) Drug 1: CCC1=CC2CC(C3=C(CN(C2)C1)C4=CC=CC=C4N3)(C5=C(C=C6C(=C5)C78CCN9C7C(C=CC9)(C(C(C8N6C)(C(=O)OC)O)OC(=O)C)CC)OC)C(=O)OC.C(C(C(=O)O)O)(C(=O)O)O. Drug 2: CC1=C(C=C(C=C1)NC(=O)C2=CC=C(C=C2)CN3CCN(CC3)C)NC4=NC=CC(=N4)C5=CN=CC=C5. Cell line: HCC-2998. Synergy scores: CSS=64.8, Synergy_ZIP=9.61, Synergy_Bliss=9.04, Synergy_Loewe=-28.5, Synergy_HSA=6.95. (8) Drug 1: C1=CC(=C2C(=C1NCCNCCO)C(=O)C3=C(C=CC(=C3C2=O)O)O)NCCNCCO. Drug 2: C1=NC(=NC(=O)N1C2C(C(C(O2)CO)O)O)N. Cell line: NCIH23. Synergy scores: CSS=55.3, Synergy_ZIP=-1.71, Synergy_Bliss=-2.55, Synergy_Loewe=-22.4, Synergy_HSA=-1.91.